This data is from Full USPTO retrosynthesis dataset with 1.9M reactions from patents (1976-2016). The task is: Predict the reactants needed to synthesize the given product. (1) Given the product [O:3]1[CH2:4][CH2:5][CH2:6][O:1][CH:2]1[C:7]1[CH:12]=[CH:11][C:10]([C:13]2[S:14][C:15]3[C:20]([N:21]=2)=[CH:19][CH:18]=[C:17]([CH:22]([C:23]2[CH:24]=[CH:25][CH:26]=[CH:27][CH:28]=2)[CH2:43][CH:42]=[CH2:41])[N:16]=3)=[C:9]([F:29])[CH:8]=1, predict the reactants needed to synthesize it. The reactants are: [O:1]1[CH2:6][CH2:5][CH2:4][O:3][CH:2]1[C:7]1[CH:12]=[CH:11][C:10]([C:13]2[S:14][C:15]3[C:20]([N:21]=2)=[CH:19][CH:18]=[C:17]([CH2:22][C:23]2[CH:28]=[CH:27][CH:26]=[CH:25][CH:24]=2)[N:16]=3)=[C:9]([F:29])[CH:8]=1.C[Si]([N-][Si](C)(C)C)(C)C.[Li+].O1C[CH2:43][CH2:42][CH2:41]1.C(I)C=C.[NH4+].[Cl-]. (2) Given the product [F:1][C:2]1[CH:3]=[C:4]([CH:9]=[CH:10][C:11]=1[O:12][S:23]([C:22]([F:35])([F:34])[F:21])(=[O:25])=[O:24])[C:5]([O:7][CH3:8])=[O:6], predict the reactants needed to synthesize it. The reactants are: [F:1][C:2]1[CH:3]=[C:4]([CH:9]=[CH:10][C:11]=1[OH:12])[C:5]([O:7][CH3:8])=[O:6].N1C(C)=CC=CC=1C.[F:21][C:22]([F:35])([F:34])[S:23](O[S:23]([C:22]([F:35])([F:34])[F:21])(=[O:25])=[O:24])(=[O:25])=[O:24]. (3) Given the product [F:22][C:23]1[CH:24]=[CH:25][C:26]([C:27]([CH:29]2[CH2:30][CH2:31][N:32]([CH2:35][C:36]([N:5]([CH2:4][C:3]3[CH:18]=[CH:19][CH:20]=[CH:21][C:2]=3[F:1])[CH2:6][C:7]3[NH:8][C:9](=[O:17])[C:10]4[CH2:16][O:15][CH2:14][CH2:13][C:11]=4[N:12]=3)=[O:37])[CH2:33][CH2:34]2)=[O:28])=[CH:39][CH:40]=1, predict the reactants needed to synthesize it. The reactants are: [F:1][C:2]1[CH:21]=[CH:20][CH:19]=[CH:18][C:3]=1[CH2:4][NH:5][CH2:6][C:7]1[NH:8][C:9](=[O:17])[C:10]2[CH2:16][O:15][CH2:14][CH2:13][C:11]=2[N:12]=1.[F:22][C:23]1[CH:40]=[CH:39][C:26]([C:27]([CH:29]2[CH2:34][CH2:33][N:32]([CH2:35][C:36](O)=[O:37])[CH2:31][CH2:30]2)=[O:28])=[CH:25][CH:24]=1. (4) Given the product [NH2:9][C:6]1[CH:7]=[CH:8][N:4]2[CH2:3][CH2:2][N:24]([CH2:22][CH3:23])[C:17](=[O:19])[C:5]=12, predict the reactants needed to synthesize it. The reactants are: Br[CH2:2][CH2:3][N:4]1[CH:8]=[CH:7][C:6]([NH:9]C(OC(C)(C)C)=O)=[C:5]1[C:17]([O:19]CC)=O.[CH2:22]([NH2:24])[CH3:23]. (5) Given the product [S:1]1[CH:5]=[CH:4][N:3]=[C:2]1[NH:6][C:7]1[CH:8]=[CH:9][C:10]([C:11]([NH:27][NH:26][C:24]2[CH:25]=[CH:20][CH:21]=[CH:22][C:23]=2[C:34]([O:36][CH2:37][CH3:38])=[O:35])=[O:13])=[CH:14][CH:15]=1, predict the reactants needed to synthesize it. The reactants are: [S:1]1[CH:5]=[CH:4][N:3]=[C:2]1[NH:6][C:7]1[CH:15]=[CH:14][C:10]([C:11]([OH:13])=O)=[CH:9][CH:8]=1.C(Cl)CCl.[CH:20]1[CH:21]=[CH:22][C:23]2N(O)[N:27]=[N:26][C:24]=2[CH:25]=1.N(C1N=CC=CC=1[C:34]([O:36][CH2:37][CH3:38])=[O:35])N.C(N(CC)CC)C. (6) Given the product [Br:1][C:2]1[CH:3]=[CH:4][C:5]([NH:8][CH2:9][CH:10]2[C:15]([CH3:17])([CH3:16])[CH2:14][CH2:13][CH2:12][N:11]2[C:29]([C:25]2[CH:24]=[CH:23][CH:22]=[C:21]3[C:26]=2[CH:27]=[CH:28][C:19]([CH3:18])=[N:20]3)=[O:30])=[N:6][CH:7]=1, predict the reactants needed to synthesize it. The reactants are: [Br:1][C:2]1[CH:3]=[CH:4][C:5]([NH:8][CH2:9][CH:10]2[C:15]([CH3:17])([CH3:16])[CH2:14][CH2:13][CH2:12][NH:11]2)=[N:6][CH:7]=1.[CH3:18][C:19]1[CH:28]=[CH:27][C:26]2[C:25]([C:29](O)=[O:30])=[CH:24][CH:23]=[CH:22][C:21]=2[N:20]=1.Cl.CN(C)CCCN=C=NCC.O.ON1C2C=CC=CC=2N=N1.